Task: Predict the reaction yield, written as a fraction of the theoretical maximum amount of product (1.0 means a 100% yield; for example, 0.34 means a 34% yield).. Dataset: Reaction yield outcomes from USPTO patents with 853,638 reactions (1) The reactants are [C:1]([O:5][C:6]([N:8]1[C@@H:12]([CH2:13][NH:14][CH2:15][C:16]2[CH:21]=[CH:20][CH:19]=[CH:18][CH:17]=2)[CH2:11][O:10][C:9]1([CH3:23])[CH3:22])=[O:7])([CH3:4])([CH3:3])[CH3:2].[CH:24](=O)[CH3:25].[BH3-]C#N.[Na+]. The catalyst is CO.[Cl-].[Cl-].[Zn+2]. The product is [C:1]([O:5][C:6]([N:8]1[C@@H:12]([CH2:13][N:14]([CH2:15][C:16]2[CH:17]=[CH:18][CH:19]=[CH:20][CH:21]=2)[CH2:24][CH3:25])[CH2:11][O:10][C:9]1([CH3:23])[CH3:22])=[O:7])([CH3:4])([CH3:2])[CH3:3]. The yield is 0.180. (2) The reactants are C(OC(=O)[NH:7][C:8]1[CH:13]=[CH:12][N:11]([CH2:14][CH2:15][CH2:16][CH2:17][N:18]2[CH:22]=[C:21]([C:23](=[O:37])[NH:24][CH2:25][C:26]3[CH:31]=[CH:30][CH:29]=[C:28]([O:32][C:33]([F:36])([F:35])[F:34])[CH:27]=3)[N:20]=[N:19]2)[C:10](=[O:38])[CH:9]=1)(C)(C)C.C(O)(C(F)(F)F)=O. The catalyst is C(Cl)Cl. The product is [NH2:7][C:8]1[CH:13]=[CH:12][N:11]([CH2:14][CH2:15][CH2:16][CH2:17][N:18]2[CH:22]=[C:21]([C:23]([NH:24][CH2:25][C:26]3[CH:31]=[CH:30][CH:29]=[C:28]([O:32][C:33]([F:35])([F:36])[F:34])[CH:27]=3)=[O:37])[N:20]=[N:19]2)[C:10](=[O:38])[CH:9]=1. The yield is 0.970. (3) The reactants are [NH:1]1[C:5]2=[N:6][CH:7]=[CH:8][CH:9]=[C:4]2[CH:3]=[CH:2]1.[C:10]([O:14][C:15]([N:17]1[CH2:22][CH2:21][C:20](=O)[CH2:19][CH2:18]1)=[O:16])([CH3:13])([CH3:12])[CH3:11].[OH-].[K+]. The catalyst is CO. The product is [C:10]([O:14][C:15]([N:17]1[CH2:18][CH:19]=[C:20]([C:3]2[C:4]3[C:5](=[N:6][CH:7]=[CH:8][CH:9]=3)[NH:1][CH:2]=2)[CH2:21][CH2:22]1)=[O:16])([CH3:13])([CH3:11])[CH3:12]. The yield is 0.910. (4) The reactants are Br[CH:2]([CH2:10][CH:11]1[CH2:16][CH2:15][CH2:14][CH2:13][CH2:12]1)[C:3](=O)[C:4]([O:6][CH2:7][CH3:8])=[O:5].[NH2:17][C:18]1[CH:23]=[C:22]([C:24]([N:26]([CH2:29][CH3:30])[CH2:27][CH3:28])=[O:25])[CH:21]=[CH:20][N:19]=1. The catalyst is C(O)CCC. The product is [CH:11]1([CH2:10][C:2]2[N:19]3[CH:20]=[CH:21][C:22]([C:24](=[O:25])[N:26]([CH2:29][CH3:30])[CH2:27][CH3:28])=[CH:23][C:18]3=[N:17][C:3]=2[C:4]([O:6][CH2:7][CH3:8])=[O:5])[CH2:16][CH2:15][CH2:14][CH2:13][CH2:12]1. The yield is 0.600. (5) The product is [CH3:31][C:30]1[CH:29]=[CH:28][N:27]=[CH:26][C:25]=1[N:22]1[CH2:23][CH2:24][N:20]([C:10]2[CH:9]=[C:8]3[C:13]([C:14]([C:15]([F:18])([F:17])[F:16])=[N:5][NH:6]3)=[CH:12][CH:11]=2)[C:21]1=[O:32]. The catalyst is C1COCC1.C(Cl)(Cl)Cl. The reactants are C(O)(=O)C.[NH2:5][NH2:6].F[C:8]1[CH:9]=[C:10]([N:20]2[CH2:24][CH2:23][N:22]([C:25]3[CH:26]=[N:27][CH:28]=[CH:29][C:30]=3[CH3:31])[C:21]2=[O:32])[CH:11]=[CH:12][C:13]=1[C:14](=O)[C:15]([F:18])([F:17])[F:16].CO. The yield is 0.235. (6) The reactants are [CH3:1][C:2]1[CH:3]=[C:4]([OH:17])[CH:5]=[CH:6][C:7]=1[CH2:8][CH2:9][CH2:10][CH2:11][N:12]1[CH:16]=[CH:15][N:14]=[N:13]1.[H-].[Na+].Cl[CH2:21][C:22]1[CH:27]=[CH:26][CH:25]=[C:24]([C:28]2[CH:33]=[CH:32][C:31]([O:34][C:35]([F:38])([F:37])[F:36])=[CH:30][CH:29]=2)[N:23]=1.O. The catalyst is CN(C)C=O. The product is [CH3:1][C:2]1[CH:3]=[C:4]([CH:5]=[CH:6][C:7]=1[CH2:8][CH2:9][CH2:10][CH2:11][N:12]1[CH:16]=[CH:15][N:14]=[N:13]1)[O:17][CH2:21][C:22]1[CH:27]=[CH:26][CH:25]=[C:24]([C:28]2[CH:29]=[CH:30][C:31]([O:34][C:35]([F:37])([F:36])[F:38])=[CH:32][CH:33]=2)[N:23]=1. The yield is 0.770. (7) The reactants are [NH2:1][C@@:2]([CH3:13])([CH2:6][C:7]1[CH:12]=[CH:11][CH:10]=[CH:9][CH:8]=1)[C:3]([OH:5])=[O:4].S(Cl)([Cl:16])=O.[CH3:18]O. No catalyst specified. The product is [ClH:16].[NH2:1][C@@:2]([CH3:13])([CH2:6][C:7]1[CH:12]=[CH:11][CH:10]=[CH:9][CH:8]=1)[C:3]([O:5][CH3:18])=[O:4]. The yield is 1.00. (8) The reactants are Cl.[F:2][C:3]1[CH:11]=[C:10]2[C:6]([C:7]([C:21]3[CH:22]=[N:23][N:24]([CH:26]4[CH2:31][CH2:30][NH:29][CH2:28][CH2:27]4)[CH:25]=3)=[CH:8][N:9]2[S:12]([C:15]2[CH:20]=[CH:19][CH:18]=[CH:17][CH:16]=2)(=[O:14])=[O:13])=[CH:5][CH:4]=1.CCN(CC)CC.[C:39](Cl)(=[O:41])[CH3:40]. The catalyst is C(Cl)Cl. The product is [F:2][C:3]1[CH:11]=[C:10]2[C:6]([C:7]([C:21]3[CH:22]=[N:23][N:24]([CH:26]4[CH2:31][CH2:30][N:29]([C:39](=[O:41])[CH3:40])[CH2:28][CH2:27]4)[CH:25]=3)=[CH:8][N:9]2[S:12]([C:15]2[CH:16]=[CH:17][CH:18]=[CH:19][CH:20]=2)(=[O:13])=[O:14])=[CH:5][CH:4]=1. The yield is 1.00. (9) The reactants are Br[C:2]1[C:11]2[C:6](=[CH:7][CH:8]=[C:9]([Cl:12])[CH:10]=2)[N:5]=[CH:4][CH:3]=1.C(O[B:17]1[O:21][C:20]([CH3:23])([CH3:22])[C:19]([CH3:25])([CH3:24])[O:18]1)(C)C.[Li]CCCC. The catalyst is C1COCC1. The product is [Cl:12][C:9]1[CH:10]=[C:11]2[C:6](=[CH:7][CH:8]=1)[N:5]=[CH:4][CH:3]=[C:2]2[B:17]1[O:21][C:20]([CH3:23])([CH3:22])[C:19]([CH3:25])([CH3:24])[O:18]1. The yield is 0.670.